From a dataset of Reaction yield outcomes from USPTO patents with 853,638 reactions. Predict the reaction yield, written as a fraction of the theoretical maximum amount of product (1.0 means a 100% yield; for example, 0.34 means a 34% yield). (1) The reactants are [N+:1]([C:4]1[CH:13]=[C:12]2[C:7]([CH2:8][CH2:9][CH2:10][C:11]2=[N:14]O)=[CH:6][CH:5]=1)([O-])=O. The catalyst is CO. The product is [CH:11]1([NH2:14])[C:12]2[C:7](=[CH:6][CH:5]=[C:4]([NH2:1])[CH:13]=2)[CH2:8][CH2:9][CH2:10]1. The yield is 0.960. (2) The reactants are [Cl:1][C:2]1[C:3]([O:15][CH3:16])=[C:4]([CH:10]=[CH:11][C:12]([OH:14])=[O:13])[CH:5]=[CH:6][C:7]=1[O:8][CH3:9]. The catalyst is CO.C1COCC1.[Pd]. The product is [Cl:1][C:2]1[C:3]([O:15][CH3:16])=[C:4]([CH2:10][CH2:11][C:12]([OH:14])=[O:13])[CH:5]=[CH:6][C:7]=1[O:8][CH3:9]. The yield is 0.990. (3) The reactants are [Cl:1][CH2:2]C(CCl)=O.[CH2:7]([O:14][C:15]([NH:17][C@H:18]([C:26]([OH:28])=O)[CH2:19][C:20]1[CH:25]=[CH:24][CH:23]=[CH:22][CH:21]=1)=[O:16])[C:8]1[CH:13]=[CH:12][CH:11]=[CH:10][CH:9]=1.[BH4-].[Na+]. The catalyst is CO.O1CCCC1. The product is [CH2:7]([O:14][C:15]([NH:17][C@@H:18]([CH2:19][C:20]1[CH:21]=[CH:22][CH:23]=[CH:24][CH:25]=1)[C@H:26]([OH:28])[CH2:2][Cl:1])=[O:16])[C:8]1[CH:9]=[CH:10][CH:11]=[CH:12][CH:13]=1. The yield is 0.430. (4) The product is [NH2:1][C:2]1[N:7]=[CH:6][N:5]=[C:4]2[N:8]([CH:12]([C:14]3[O:15][C:16]4[C:21]([C:22](=[O:31])[C:23]=3[C:24]3[CH:29]=[CH:28][CH:27]=[C:26]([F:30])[CH:25]=3)=[CH:20][C:19]([F:32])=[CH:18][CH:17]=4)[CH3:13])[N:9]=[C:10]([C:46]3[CH:47]=[C:48]4[C:43]([C:42]([CH3:58])=[N:41][NH:40]4)=[CH:44][CH:45]=3)[C:3]=12. The reactants are [NH2:1][C:2]1[N:7]=[CH:6][N:5]=[C:4]2[N:8]([CH:12]([C:14]3[O:15][C:16]4[C:21]([C:22](=[O:31])[C:23]=3[C:24]3[CH:29]=[CH:28][CH:27]=[C:26]([F:30])[CH:25]=3)=[CH:20][C:19]([F:32])=[CH:18][CH:17]=4)[CH3:13])[N:9]=[C:10](I)[C:3]=12.C([N:40]1[C:48]2[C:43](=[CH:44][CH:45]=[C:46](B3OC(C)(C)C(C)(C)O3)[CH:47]=2)[C:42]([CH3:58])=[N:41]1)(OC(C)(C)C)=O.C(=O)([O-])[O-].[Na+].[Na+].ClCCl. The yield is 0.110. The catalyst is CN(C=O)C.C(O)C.O. (5) The catalyst is CCO. The product is [Br:23][C:21]1[CH:20]=[CH:19][C:18]([O:24][CH2:25][C:26]2[CH:27]=[CH:28][C:29]([Cl:32])=[CH:30][CH:31]=2)=[C:17]([C:12]2[N:11]([C:7]3[CH:6]=[C:5]([CH:10]=[CH:9][CH:8]=3)[C:4]([OH:33])=[O:3])[C:15]([CH3:16])=[CH:14][CH:13]=2)[CH:22]=1. The reactants are C([O:3][C:4](=[O:33])[C:5]1[CH:10]=[CH:9][CH:8]=[C:7]([N:11]2[C:15]([CH3:16])=[CH:14][CH:13]=[C:12]2[C:17]2[CH:22]=[C:21]([Br:23])[CH:20]=[CH:19][C:18]=2[O:24][CH2:25][C:26]2[CH:31]=[CH:30][C:29]([Cl:32])=[CH:28][CH:27]=2)[CH:6]=1)C.[OH-].[Na+]. The yield is 0.980. (6) The reactants are [NH:1]1[CH:5]=[C:4]([C:6]2[C:7]3[CH:14]=[CH:13][N:12]([CH2:15][O:16][CH2:17][CH2:18][Si:19]([CH3:22])([CH3:21])[CH3:20])[C:8]=3[N:9]=[CH:10][N:11]=2)[CH:3]=[N:2]1.[CH:23]1([C:28]#[C:29][C:30]#[N:31])[CH2:27][CH2:26][CH2:25][CH2:24]1.C(=O)([O-])[O-].[K+].[K+]. The yield is 0.530. The product is [CH:23]1(/[C:28](/[N:1]2[CH:5]=[C:4]([C:6]3[C:7]4[CH:14]=[CH:13][N:12]([CH2:15][O:16][CH2:17][CH2:18][Si:19]([CH3:22])([CH3:21])[CH3:20])[C:8]=4[N:9]=[CH:10][N:11]=3)[CH:3]=[N:2]2)=[CH:29]/[C:30]#[N:31])[CH2:27][CH2:26][CH2:25][CH2:24]1. The catalyst is CN(C=O)C.C(OCC)(=O)C.[Cl-].[Na+].O. (7) The reactants are [CH2:1]([C:3]([C:21]1[CH:26]=[CH:25][C:24]([OH:27])=[C:23]([CH3:28])[CH:22]=1)([C:6]1[CH:11]=[CH:10][C:9](/[CH:12]=[CH:13]/[C:14]([CH2:18][CH3:19])([OH:17])[CH2:15][CH3:16])=[C:8]([CH3:20])[CH:7]=1)[CH2:4][CH3:5])[CH3:2].C([O-])([O-])=O.[K+].[K+].C[O:36][C:37](=[O:46])[C:38]1[CH:43]=[CH:42][CH:41]=[C:40]([CH2:44]Br)[CH:39]=1.C(OCC)(=O)C. The catalyst is CN(C=O)C. The product is [CH2:1]([C:3]([C:21]1[CH:26]=[CH:25][C:24]([O:27][CH2:44][C:40]2[CH:39]=[C:38]([CH:43]=[CH:42][CH:41]=2)[C:37]([OH:46])=[O:36])=[C:23]([CH3:28])[CH:22]=1)([C:6]1[CH:11]=[CH:10][C:9](/[CH:12]=[CH:13]/[C:14]([CH2:15][CH3:16])([OH:17])[CH2:18][CH3:19])=[C:8]([CH3:20])[CH:7]=1)[CH2:4][CH3:5])[CH3:2]. The yield is 0.170. (8) The catalyst is CN1CCCC1=O. The yield is 0.870. The reactants are [F:1][C:2]1([F:48])[CH2:7][CH2:6][CH:5]([C:8]2[C:17]3[CH:16]([O:18][CH2:19][C:20]4[CH:25]=[CH:24][C:23]([O:26][CH3:27])=[CH:22][CH:21]=4)[CH2:15][C:14]([CH3:29])([CH3:28])[CH2:13][C:12]=3[N:11]=[C:10]([CH:30]3[CH2:35][CH2:34][NH:33][CH2:32][CH2:31]3)[C:9]=2[CH:36]([F:47])[C:37]2[CH:42]=[CH:41][C:40]([C:43]([F:46])([F:45])[F:44])=[CH:39][CH:38]=2)[CH2:4][CH2:3]1.Cl[C:50]1[N:55]=[CH:54][C:53]([CH:56]=[O:57])=[CH:52][N:51]=1.C1(C2CCCCCCCCCC=2)CCCCCCCCNN=1.C(=O)([O-])O.[Na+]. The product is [F:48][C:2]1([F:1])[CH2:7][CH2:6][CH:5]([C:8]2[C:17]3[CH:16]([O:18][CH2:19][C:20]4[CH:21]=[CH:22][C:23]([O:26][CH3:27])=[CH:24][CH:25]=4)[CH2:15][C:14]([CH3:28])([CH3:29])[CH2:13][C:12]=3[N:11]=[C:10]([CH:30]3[CH2:35][CH2:34][N:33]([C:50]4[N:55]=[CH:54][C:53]([CH:56]=[O:57])=[CH:52][N:51]=4)[CH2:32][CH2:31]3)[C:9]=2[CH:36]([F:47])[C:37]2[CH:38]=[CH:39][C:40]([C:43]([F:45])([F:46])[F:44])=[CH:41][CH:42]=2)[CH2:4][CH2:3]1. (9) The reactants are [OH:1][CH:2]([C:31]([CH3:34])([CH3:33])[CH3:32])[CH2:3][NH:4][C:5]([C:7]1[N:8]=[N:9][C:10]([N:13]2[CH2:18][CH2:17][N:16]([C:19](=[O:30])[C:20]3[CH:25]=[CH:24][CH:23]=[CH:22][C:21]=3[C:26]([F:29])([F:28])[F:27])[CH2:15][CH2:14]2)=[CH:11][CH:12]=1)=[O:6].[H-].[Na+].[CH3:37]I. The catalyst is C1COCC1. The product is [CH3:37][O:1][CH:2]([C:31]([CH3:34])([CH3:33])[CH3:32])[CH2:3][NH:4][C:5]([C:7]1[N:8]=[N:9][C:10]([N:13]2[CH2:18][CH2:17][N:16]([C:19](=[O:30])[C:20]3[CH:25]=[CH:24][CH:23]=[CH:22][C:21]=3[C:26]([F:28])([F:29])[F:27])[CH2:15][CH2:14]2)=[CH:11][CH:12]=1)=[O:6]. The yield is 0.300.